Task: Predict the reactants needed to synthesize the given product.. Dataset: Full USPTO retrosynthesis dataset with 1.9M reactions from patents (1976-2016) The reactants are: [CH2:1]1[C:5]2([CH2:10][CH2:9][CH2:8][CH2:7][C:6]2=[O:11])[CH2:4][CH2:3][CH2:2]1.C[O-].[Na+].[CH:15](OCC)=[O:16].C(OCC)C. Given the product [O:11]=[C:6]1[CH:7]([CH:15]=[O:16])[CH2:8][CH2:9][CH2:10][C:5]21[CH2:1][CH2:2][CH2:3][CH2:4]2, predict the reactants needed to synthesize it.